Dataset: Forward reaction prediction with 1.9M reactions from USPTO patents (1976-2016). Task: Predict the product of the given reaction. (1) Given the reactants [Cl:1][C:2]1[CH:3]=[CH:4][CH:5]=[C:6]2[C:11]=1[CH2:10][CH:9]([NH2:12])[CH2:8][CH2:7]2.Cl[CH2:14][CH2:15][N:16]=[C:17]=[S:18].[OH-].[Na+].O, predict the reaction product. The product is: [Cl:1][C:2]1[CH:3]=[CH:4][CH:5]=[C:6]2[C:11]=1[CH2:10][CH:9]([NH:12][C:17]1[S:18][CH2:14][CH2:15][N:16]=1)[CH2:8][CH2:7]2.[Cl:1][C:2]1[CH:3]=[CH:4][CH:5]=[C:6]2[C:11]=1[CH2:10][CH:9]([N:12]=[C:17]1[N:16]([C:17]3[S:18][CH2:14][CH2:15][N:16]=3)[CH2:15][CH2:14][S:18]1)[CH2:8][CH2:7]2. (2) Given the reactants [CH3:1][O:2][C:3]1[CH:10]=[CH:9][C:6]([CH:7]=O)=[CH:5][CH:4]=1.[C:11]1([CH:21]2[CH2:26][C:25](=[O:27])[CH2:24][C:23](=[O:28])[CH2:22]2)[C:20]2[C:15](=[CH:16][CH:17]=[CH:18][CH:19]=2)[CH:14]=[CH:13][CH:12]=1.[C:29](#[N:33])[CH2:30][C:31]#[N:32].CN1CCOCC1, predict the reaction product. The product is: [NH2:33][C:29]1[O:28][C:23]2[CH2:22][CH:21]([C:11]3[C:20]4[C:15](=[CH:16][CH:17]=[CH:18][CH:19]=4)[CH:14]=[CH:13][CH:12]=3)[CH2:26][C:25](=[O:27])[C:24]=2[CH:7]([C:6]2[CH:9]=[CH:10][C:3]([O:2][CH3:1])=[CH:4][CH:5]=2)[C:30]=1[C:31]#[N:32]. (3) Given the reactants [N+:1]1([O-])[CH:6]=[CH:5][CH:4]=[C:3]2[CH:7]([C:10]([O:12][CH3:13])=[O:11])[CH2:8][CH2:9][C:2]=12.C([NH2:19])(C)(C)C.C1(C)C=CC(S(OS(C2C=CC(C)=CC=2)(=O)=O)(=O)=O)=CC=1, predict the reaction product. The product is: [NH2:19][C:6]1[N:1]=[C:2]2[CH2:9][CH2:8][CH:7]([C:10]([O:12][CH3:13])=[O:11])[C:3]2=[CH:4][CH:5]=1. (4) Given the reactants [C:1]1([CH:7]([C:13](OCC)=[O:14])[C:8](OCC)=[O:9])[CH:6]=[CH:5][CH:4]=[CH:3][CH:2]=1.O.P([O-])(O)(O)=O.[Na+].[BH4-].[Na+], predict the reaction product. The product is: [C:1]1([CH:7]([CH2:8][OH:9])[CH2:13][OH:14])[CH:6]=[CH:5][CH:4]=[CH:3][CH:2]=1.